Dataset: Forward reaction prediction with 1.9M reactions from USPTO patents (1976-2016). Task: Predict the product of the given reaction. (1) Given the reactants C(NC(C)C)(C)C.[Li]CCCC.[Cl:13][C:14]1[CH:23]=[CH:22][C:21]2[C:16](=[CH:17][CH:18]=[C:19]([C:24]([F:27])([F:26])[F:25])[CH:20]=2)[N:15]=1.[C:28](=[O:30])=[O:29], predict the reaction product. The product is: [Cl:13][C:14]1[C:23]([C:28]([OH:30])=[O:29])=[CH:22][C:21]2[C:16](=[CH:17][CH:18]=[C:19]([C:24]([F:26])([F:25])[F:27])[CH:20]=2)[N:15]=1. (2) Given the reactants [CH3:1][C:2]1[C:3](=[O:15])[NH:4][CH:5]=[N:6][C:7]=1[NH:8][C:9]1[CH:14]=[CH:13][CH:12]=[CH:11][CH:10]=1.Br[C:17]1[CH:22]=[CH:21][C:20]([OH:23])=[C:19]([F:24])[CH:18]=1.CNCCNC.[O-]P([O-])([O-])=O.[K+].[K+].[K+], predict the reaction product. The product is: [F:24][C:19]1[CH:18]=[C:17]([N:4]2[C:3](=[O:15])[C:2]([CH3:1])=[C:7]([NH:8][C:9]3[CH:10]=[CH:11][CH:12]=[CH:13][CH:14]=3)[N:6]=[CH:5]2)[CH:22]=[CH:21][C:20]=1[OH:23].